Dataset: Reaction yield outcomes from USPTO patents with 853,638 reactions. Task: Predict the reaction yield, written as a fraction of the theoretical maximum amount of product (1.0 means a 100% yield; for example, 0.34 means a 34% yield). (1) The product is [F:27][C:26]([F:29])([F:28])[C:23]1[CH:24]=[CH:25][C:20]([C:2]2[NH:3][C:4](=[O:11])[C:5]3[CH:10]=[CH:9][NH:8][C:6]=3[N:7]=2)=[CH:21][CH:22]=1. The catalyst is C(O)C.C1C=CC([P]([Pd]([P](C2C=CC=CC=2)(C2C=CC=CC=2)C2C=CC=CC=2)([P](C2C=CC=CC=2)(C2C=CC=CC=2)C2C=CC=CC=2)[P](C2C=CC=CC=2)(C2C=CC=CC=2)C2C=CC=CC=2)(C2C=CC=CC=2)C2C=CC=CC=2)=CC=1. The yield is 0.0380. The reactants are Cl[C:2]1[NH:3][C:4](=[O:11])[C:5]2[CH:10]=[CH:9][NH:8][C:6]=2[N:7]=1.CC1(C)C(C)(C)OB([C:20]2[CH:25]=[CH:24][C:23]([C:26]([F:29])([F:28])[F:27])=[CH:22][CH:21]=2)O1.C(=O)([O-])[O-].[Na+].[Na+]. (2) The reactants are N1([C@]23CC[C@@H](C(C)=C)[C@@H]2[C@@H:6]2[C@@:19]([CH3:22])([CH2:20]C3)[C@@:18]3([CH3:23])[C@@H:9]([C@:10]4([CH3:44])[C@@H:15]([CH2:16][CH2:17]3)[C:14]([CH3:25])([CH3:24])[C:13]([C:26]3[CH2:31][CH2:30][C@:29]([CH2:42][F:43])([C:32]([O:34][CH2:35][C:36]5[CH:41]=[CH:40][CH:39]=[CH:38][CH:37]=5)=[O:33])[CH2:28][CH:27]=3)=[CH:12][CH2:11]4)[CH2:8][CH2:7]2)CC1.[NH:51]1[CH:56]([CH2:57]O)[CH2:55]SC[CH:52]1[CH2:59][OH:60].[I-].[Na+].P([O-])([O-])([O-])=O.[K+].[K+].[K+]. The catalyst is CC#N.C(OCC)(=O)C. The product is [F:43][CH2:42][C@:29]1([C:32]([O:34][CH2:35][C:36]2[CH:37]=[CH:38][CH:39]=[CH:40][CH:41]=2)=[O:33])[CH2:30][CH2:31][C:26]([C:13]2[C:14]([CH3:24])([CH3:25])[C@H:15]3[C@:10]([CH3:44])([CH2:11][CH:12]=2)[C@@H:9]2[C@:18]([CH3:23])([C@@:19]4([CH3:20])[C@H:6]([CH2:7][CH2:8]2)[C@H:57]2[C@H:8]([C:9]([CH3:18])=[CH2:10])[CH2:7][CH2:6][C@:56]2([NH:51][CH2:52][CH2:59][OH:60])[CH2:55][CH2:22]4)[CH2:17][CH2:16]3)=[CH:27][CH2:28]1. The yield is 0.0250. (3) The reactants are [OH:1][C:2]1([C:18]2[CH:19]=[N:20][CH:21]=[C:22]([C:24]([F:27])([F:26])[F:25])[CH:23]=2)[CH2:7][CH2:6][N:5](C(OCC2C=CC=CC=2)=O)[CH2:4][CH2:3]1.C([O-])=O.[NH4+]. The catalyst is [Pd].C(O)C. The product is [F:27][C:24]([F:25])([F:26])[C:22]1[CH:23]=[C:18]([C:2]2([OH:1])[CH2:3][CH2:4][NH:5][CH2:6][CH2:7]2)[CH:19]=[N:20][CH:21]=1. The yield is 0.500.